Dataset: Reaction yield outcomes from USPTO patents with 853,638 reactions. Task: Predict the reaction yield, written as a fraction of the theoretical maximum amount of product (1.0 means a 100% yield; for example, 0.34 means a 34% yield). (1) The reactants are O1CCCCC1[O:7][CH:8]1[CH2:13][CH2:12][CH:11]([O:14][C:15]2[CH:16]=[C:17]3[C:21](=[CH:22][CH:23]=2)[NH:20][N:19]=[CH:18]3)[CH2:10][CH2:9]1. The catalyst is CO. The product is [NH:20]1[C:21]2[C:17](=[CH:16][C:15]([O:14][CH:11]3[CH2:12][CH2:13][CH:8]([OH:7])[CH2:9][CH2:10]3)=[CH:23][CH:22]=2)[CH:18]=[N:19]1. The yield is 0.780. (2) The reactants are [C:1]([C:5]1[CH:6]=[C:7]([C:15]2[S:19][C:18]([C:20]([O:22]CC)=[O:21])=[N:17][C:16]=2[CH2:25][CH:26]2[CH2:31][CH2:30][CH2:29][CH2:28][CH2:27]2)[CH:8]=[C:9]([C:11]2([CH3:14])[CH2:13][CH2:12]2)[CH:10]=1)([CH3:4])([CH3:3])[CH3:2].CO.[OH-].[K+]. The catalyst is O. The product is [C:1]([C:5]1[CH:6]=[C:7]([C:15]2[S:19][C:18]([C:20]([OH:22])=[O:21])=[N:17][C:16]=2[CH2:25][CH:26]2[CH2:31][CH2:30][CH2:29][CH2:28][CH2:27]2)[CH:8]=[C:9]([C:11]2([CH3:14])[CH2:13][CH2:12]2)[CH:10]=1)([CH3:2])([CH3:3])[CH3:4]. The yield is 0.860.